This data is from Catalyst prediction with 721,799 reactions and 888 catalyst types from USPTO. The task is: Predict which catalyst facilitates the given reaction. (1) Reactant: [Cl:1][C:2]1[C:3]([N:8]2[CH2:13][CH2:12][CH:11]([C:14]([O:16]CC)=[O:15])[CH:10]([OH:19])[CH2:9]2)=[N:4][CH:5]=[CH:6][CH:7]=1.C[O-].[Na+]. Product: [Cl:1][C:2]1[C:3]([N:8]2[CH2:13][CH2:12][CH:11]([C:14]([OH:16])=[O:15])[CH:10]([OH:19])[CH2:9]2)=[N:4][CH:5]=[CH:6][CH:7]=1. The catalyst class is: 6. (2) Reactant: Cl.[OH:2][C:3]1[CH:8]=[CH:7][C:6]([N:9]([C:49]2[CH:54]=[CH:53][CH:52]=[CH:51][CH:50]=2)[C:10]([C:12]2[CH:13]=[C:14]([C:21]3[C:29]([C:30]([N:32]4[C@H:41]([CH2:42][N:43]5[CH2:48][CH2:47][O:46][CH2:45][CH2:44]5)[CH2:40][C:39]5[C:34](=[CH:35][CH:36]=[CH:37][CH:38]=5)[CH2:33]4)=[O:31])=[CH:28][C:24]4[O:25][CH2:26][O:27][C:23]=4[CH:22]=3)[N:15]3[C:20]=2[CH2:19][CH2:18][CH2:17][CH2:16]3)=[O:11])=[CH:5][CH:4]=1.ClC1C=CC=C(C(OO)=[O:63])C=1. Product: [OH:2][C:3]1[CH:4]=[CH:5][C:6]([N:9]([C:49]2[CH:50]=[CH:51][CH:52]=[CH:53][CH:54]=2)[C:10]([C:12]2[CH:13]=[C:14]([C:21]3[C:29]([C:30]([N:32]4[C@H:41]([CH2:42][N+:43]5([O-:63])[CH2:48][CH2:47][O:46][CH2:45][CH2:44]5)[CH2:40][C:39]5[C:34](=[CH:35][CH:36]=[CH:37][CH:38]=5)[CH2:33]4)=[O:31])=[CH:28][C:24]4[O:25][CH2:26][O:27][C:23]=4[CH:22]=3)[N:15]3[C:20]=2[CH2:19][CH2:18][CH2:17][CH2:16]3)=[O:11])=[CH:7][CH:8]=1. The catalyst class is: 2. (3) Reactant: C[O:2][CH2:3][N:4]1[N:8]=[N:7][C:6]([C:9]2[CH:14]=[CH:13][C:12]([B:15]3[O:19][C:18]([CH3:21])([CH3:20])[C:17]([CH3:23])([CH3:22])[O:16]3)=[CH:11][CH:10]=2)=[N:5]1.BrB(Br)Br.O. Product: [CH3:20][C:18]1([CH3:21])[C:17]([CH3:22])([CH3:23])[O:16][B:15]([C:12]2[CH:11]=[CH:10][C:9]([C:6]3[N:7]=[N:8][N:4]([CH2:3][OH:2])[N:5]=3)=[CH:14][CH:13]=2)[O:19]1. The catalyst class is: 2. (4) Reactant: [F-].C([N+](CCCC)(CCCC)CCCC)CCC.O1CCCC1.[Si]([O:31][CH2:32][C:33]1[CH2:34][C@@H:35]2[C@H:38]([CH:39]=1)[C:37](=[CH:40][C:41]([O:43][C:44]([CH3:47])([CH3:46])[CH3:45])=[O:42])[CH2:36]2)(C(C)(C)C)(C)C. Product: [OH:31][CH2:32][C:33]1[CH2:34][C@@H:35]2[C@H:38]([CH:39]=1)[C:37](=[CH:40][C:41]([O:43][C:44]([CH3:47])([CH3:46])[CH3:45])=[O:42])[CH2:36]2. The catalyst class is: 6. (5) Reactant: Cl[C:2]1[C:11]([CH:12]=[O:13])=[CH:10][C:9]2[C:4](=[CH:5][CH:6]=[CH:7][CH:8]=2)[N:3]=1.[CH2:14]([O:21][CH2:22][N:23]1[N:27]=[N:26][C:25]([Sn](CCCC)(CCCC)CCCC)=[N:24]1)[C:15]1[CH:20]=[CH:19][CH:18]=[CH:17][CH:16]=1.[F-].[K+]. Product: [CH2:14]([O:21][CH2:22][N:23]1[N:27]=[N:26][C:25]([C:11]2([CH:12]=[O:13])[CH:10]=[C:9]3[C:4]([CH:5]=[CH:6][CH:7]=[CH:8]3)=[N:3][CH2:2]2)=[N:24]1)[C:15]1[CH:16]=[CH:17][CH:18]=[CH:19][CH:20]=1. The catalyst class is: 558. (6) Reactant: C(OC(=O)[NH:7][C:8]12[CH2:15][CH:14]3[CH2:16][C:10]([C:17](=[O:19])[NH2:18])([CH2:11][CH:12]1[CH2:13]3)[CH2:9]2)(C)(C)C.Cl. Product: [NH2:7][C:8]12[CH2:15][CH:14]3[CH2:16][C:10]([C:17]([NH2:18])=[O:19])([CH2:11][CH:12]1[CH2:13]3)[CH2:9]2. The catalyst class is: 4. (7) The catalyst class is: 6. Reactant: Br[CH2:2][C:3]([C:5]1[CH:6]=[C:7]([CH:11]=[CH:12][CH:13]=1)[C:8]([OH:10])=[O:9])=O.[C:14]([NH2:17])(=[O:16])[CH3:15]. Product: [CH3:15][C:14]1[O:16][CH:2]=[C:3]([C:5]2[CH:6]=[C:7]([CH:11]=[CH:12][CH:13]=2)[C:8]([OH:10])=[O:9])[N:17]=1. (8) Reactant: [Cl:1][C:2]1[C:3]([C:29]2[CH:30]=[N:31][N:32]3[CH:37]=[CH:36][CH:35]=[CH:34][C:33]=23)=[N:4][C:5]([NH:8][C:9]2[CH:14]=[C:13]([N+:15]([O-])=O)[C:12]([N:18]3[CH2:21][C:20]4([CH2:25][CH2:24][CH2:23][N:22]4[CH3:26])[CH2:19]3)=[CH:11][C:10]=2[O:27][CH3:28])=[N:6][CH:7]=1.[NH4+].[Cl-].O. Product: [Cl:1][C:2]1[C:3]([C:29]2[CH:30]=[N:31][N:32]3[CH:37]=[CH:36][CH:35]=[CH:34][C:33]=23)=[N:4][C:5]([NH:8][C:9]2[CH:14]=[C:13]([NH2:15])[C:12]([N:18]3[CH2:19][C:20]4([CH2:25][CH2:24][CH2:23][N:22]4[CH3:26])[CH2:21]3)=[CH:11][C:10]=2[O:27][CH3:28])=[N:6][CH:7]=1. The catalyst class is: 186. (9) Reactant: [Cl:1][C:2]1[CH:9]=[C:8]([OH:10])[CH:7]=[CH:6][C:3]=1[C:4]#[N:5].Cl[CH2:12][C:13]1[O:17][C:16]([CH2:18][CH2:19][C:20]2[CH:25]=[CH:24][C:23]([C:26]([F:29])([F:28])[F:27])=[CH:22][CH:21]=2)=[N:15][C:14]=1[CH3:30].C(=O)([O-])[O-].[Cs+].[Cs+].C(OCC)(=O)C. Product: [Cl:1][C:2]1[CH:9]=[C:8]([O:10][CH2:12][C:13]2[O:17][C:16]([CH2:18][CH2:19][C:20]3[CH:25]=[CH:24][C:23]([C:26]([F:29])([F:27])[F:28])=[CH:22][CH:21]=3)=[N:15][C:14]=2[CH3:30])[CH:7]=[CH:6][C:3]=1[C:4]#[N:5]. The catalyst class is: 9.